Predict the reactants needed to synthesize the given product. From a dataset of Full USPTO retrosynthesis dataset with 1.9M reactions from patents (1976-2016). (1) Given the product [C:35]([CH:22]1[CH2:21][O:20][CH:19]([N:10]2[C:11]3[C:16](=[CH:15][CH:14]=[CH:13][CH:12]=3)[C:8]([C:4]3[CH:3]=[C:2]([NH:1][C:26]([C:27]4[CH:28]=[N:29][CH:30]=[CH:31][CH:32]=4)=[O:33])[CH:7]=[CH:6][CH:5]=3)=[N:9]2)[CH2:24][CH2:23]1)#[N:37], predict the reactants needed to synthesize it. The reactants are: [NH2:1][C:2]1[CH:3]=[C:4]([C:8]2[C:16]3[C:11](=[CH:12][CH:13]=[C:14](C#N)[CH:15]=3)[N:10]([CH:19]3[CH2:24][CH2:23][CH2:22][CH2:21][O:20]3)[N:9]=2)[CH:5]=[CH:6][CH:7]=1.Cl.[C:26](Cl)(=[O:33])[C:27]1[CH:32]=[CH:31][CH:30]=[N:29][CH:28]=1.[CH2:35]([N:37](CC)CC)C. (2) Given the product [Cl:1][C:2]1[CH:10]=[CH:9][CH:8]=[CH:7][C:3]=1[C:4]([NH:21][CH2:20][CH:19]([C:16]1[CH:15]=[N:14][C:13]([CH:12]([F:30])[F:11])=[N:18][CH:17]=1)[CH2:22][C:23]1([C:26]([F:29])([F:27])[F:28])[CH2:25][CH2:24]1)=[O:6], predict the reactants needed to synthesize it. The reactants are: [Cl:1][C:2]1[CH:10]=[CH:9][CH:8]=[CH:7][C:3]=1[C:4]([OH:6])=O.[F:11][CH:12]([F:30])[C:13]1[N:18]=[CH:17][C:16]([CH:19]([CH2:22][C:23]2([C:26]([F:29])([F:28])[F:27])[CH2:25][CH2:24]2)[CH2:20][NH2:21])=[CH:15][N:14]=1. (3) Given the product [C:3]([O:22][CH:23]1[CH2:28][C:27]([CH3:30])([CH3:29])[N:26]([O:31][CH2:41][C:40]([CH3:43])([OH:44])[CH2:42][O:31][N:26]2[C:27]([CH3:29])([CH3:30])[CH2:28][CH:23]([O:22][C:3](=[O:21])[CH2:4][CH2:5][CH2:6][CH2:7][CH2:8][CH2:9][CH2:10][CH2:11][CH2:12][CH2:13][CH2:14][CH2:15][CH2:16][CH2:17][CH2:18][CH2:19][CH3:20])[CH2:24][C:25]2([CH3:32])[CH3:33])[C:25]([CH3:32])([CH3:33])[CH2:24]1)(=[O:21])[CH2:4][CH2:5][CH2:6][CH2:7][CH2:8][CH2:9][CH2:10][CH2:11][CH2:12][CH2:13][CH2:14][CH2:15][CH2:16][CH2:17][CH2:18][CH2:19][CH3:20], predict the reactants needed to synthesize it. The reactants are: OO.[C:3]([O:22][CH:23]1[CH2:28][C:27]([CH3:30])([CH3:29])[N:26]([OH:31])[C:25]([CH3:33])([CH3:32])[CH2:24]1)(=[O:21])[CH2:4][CH2:5][CH2:6][CH2:7][CH2:8][CH2:9][CH2:10][CH2:11][CH2:12][CH2:13][CH2:14][CH2:15][CH2:16][CH2:17][CH2:18][CH2:19][CH3:20].S([O-])([O-])=O.[Na+].[Na+].[C:40]([OH:44])([CH3:43])([CH3:42])[CH3:41]. (4) Given the product [N+:4](/[CH:3]=[CH:2]/[C:7]1[CH:8]=[C:9]([CH:12]=[CH:13][CH:14]=1)[C:10]#[N:11])([O-:6])=[O:5], predict the reactants needed to synthesize it. The reactants are: O[CH:2]([C:7]1[CH:8]=[C:9]([CH:12]=[CH:13][CH:14]=1)[C:10]#[N:11])[CH2:3][N+:4]([O-:6])=[O:5].C(N(CC)CC)C.CS(Cl)(=O)=O. (5) Given the product [NH2:23][C:22]([C:21]1[CH:20]=[C:19]2[C:15]([CH2:16][CH2:17][C:18]2=[O:24])=[CH:14][C:13]=1[NH:12][C:10](=[O:11])[CH2:9][O:8][CH2:1][C:2]1[CH:7]=[CH:6][CH:5]=[CH:4][CH:3]=1)=[O:26], predict the reactants needed to synthesize it. The reactants are: [CH2:1]([O:8][CH2:9][C:10]([NH:12][C:13]1[CH:14]=[C:15]2[C:19](=[CH:20][C:21]=1[C:22]#[N:23])[C:18](=[O:24])[CH2:17][CH2:16]2)=[O:11])[C:2]1[CH:7]=[CH:6][CH:5]=[CH:4][CH:3]=1.C(O)=[O:26].S([O-])([O-])(=O)=O.[Mg+2]. (6) Given the product [N:1]1[C:6]2[NH:7][CH:8]=[CH:9][C:5]=2[CH:4]=[C:3]([CH2:10][CH2:11][CH2:12][CH2:13][N:14]2[CH:18]=[C:17]([C:19]([OH:21])=[O:20])[N:16]=[N:15]2)[N:2]=1, predict the reactants needed to synthesize it. The reactants are: [N:1]1[C:6]2[NH:7][CH:8]=[CH:9][C:5]=2[CH:4]=[C:3]([CH2:10][CH2:11][CH2:12][CH2:13][N:14]2[CH:18]=[C:17]([C:19]([O:21]C)=[O:20])[N:16]=[N:15]2)[N:2]=1.[Li+].[OH-].